This data is from Full USPTO retrosynthesis dataset with 1.9M reactions from patents (1976-2016). The task is: Predict the reactants needed to synthesize the given product. (1) Given the product [C:12]1([C:9]2[S:10][CH:11]=[C:7]([CH:5]=[O:6])[N:8]=2)[CH:13]=[CH:14][CH:15]=[CH:16][CH:17]=1, predict the reactants needed to synthesize it. The reactants are: COCN[C:5]([C:7]1[N:8]=[C:9]([C:12]2[CH:17]=[CH:16][CH:15]=[CH:14][CH:13]=2)[S:10][CH:11]=1)=[O:6].[H-].[H-].[H-].[H-].[Li+].[Al+3]. (2) The reactants are: [NH2:1][C:2]1[N:10]=[CH:9][CH:8]=[CH:7][C:3]=1[C:4]([OH:6])=O.[CH3:11][NH2:12].[CH3:13][O:14][C:15]1[CH:22]=[C:21]([OH:23])[CH:20]=[CH:19][C:16]=1[CH:17]=O.O[CH:25]1[CH2:30][CH2:29][N:28]([C:31](OC(C)(C)C)=O)[CH2:27][CH2:26]1.[C:38]1(=O)[CH2:41]C[CH2:39]1. Given the product [CH:31]1([N:28]2[CH2:27][CH2:26][CH:25]([O:23][C:21]3[CH:20]=[CH:19][C:16]([C:17]4[N:12]([CH3:11])[C:4](=[O:6])[C:3]5[CH:7]=[CH:8][CH:9]=[N:10][C:2]=5[N:1]=4)=[C:15]([O:14][CH3:13])[CH:22]=3)[CH2:30][CH2:29]2)[CH2:41][CH2:38][CH2:39]1, predict the reactants needed to synthesize it. (3) Given the product [N:19]1([C:16]2[CH:15]=[CH:14][C:13]([CH2:12][N:5]3[C:6]4[C:11](=[CH:10][CH:9]=[CH:8][CH:7]=4)[C:2](=[S:38])[C:3]([C:24]([O:26][CH2:27][CH3:28])=[O:25])=[N:4]3)=[CH:18][CH:17]=2)[CH:23]=[CH:22][CH:21]=[N:20]1, predict the reactants needed to synthesize it. The reactants are: O=[C:2]1[C:11]2[C:6](=[CH:7][CH:8]=[CH:9][CH:10]=2)[N:5]([CH2:12][C:13]2[CH:18]=[CH:17][C:16]([N:19]3[CH:23]=[CH:22][CH:21]=[N:20]3)=[CH:15][CH:14]=2)[N:4]=[C:3]1[C:24]([O:26][CH2:27][CH3:28])=[O:25].COC1C=CC(P2(SP(C3C=CC(OC)=CC=3)(=S)S2)=[S:38])=CC=1. (4) Given the product [F:28][C:29]1[CH:37]=[C:36]2[C:32]([C:33]([CH2:38][CH:39]3[CH2:44][CH2:43][CH2:42][N:41]([CH2:16][CH:13]4[O:12][C:8]5=[C:9]6[C:4](=[CH:5][CH:6]=[C:7]5[O:15][CH2:14]4)[N:3]=[C:2]([CH3:1])[CH:11]=[CH:10]6)[CH2:40]3)=[CH:34][NH:35]2)=[CH:31][CH:30]=1, predict the reactants needed to synthesize it. The reactants are: [CH3:1][C:2]1[CH:11]=[CH:10][C:9]2[C:4](=[CH:5][CH:6]=[C:7]3[O:15][CH2:14][C@H:13]([CH2:16]OS(C4C=CC(Br)=CC=4)(=O)=O)[O:12][C:8]3=2)[N:3]=1.[F:28][C:29]1[CH:37]=[C:36]2[C:32]([C:33]([CH2:38][CH:39]3[CH2:44][CH2:43][CH2:42][NH:41][CH2:40]3)=[CH:34][NH:35]2)=[CH:31][CH:30]=1.